Dataset: Full USPTO retrosynthesis dataset with 1.9M reactions from patents (1976-2016). Task: Predict the reactants needed to synthesize the given product. (1) Given the product [CH:1]1([N:5]2[CH2:11][CH2:10][C:9]3[S:12][C:13]([CH:15]4[CH2:16][CH2:17][N:18]([C:21]5[CH:22]=[CH:23][C:24]([C:27]([NH2:31])=[O:28])=[N:25][CH:26]=5)[CH2:19][CH2:20]4)=[N:14][C:8]=3[CH2:7][CH2:6]2)[CH2:2][CH2:3][CH2:4]1, predict the reactants needed to synthesize it. The reactants are: [CH:1]1([N:5]2[CH2:11][CH2:10][C:9]3[S:12][C:13]([CH:15]4[CH2:20][CH2:19][N:18]([C:21]5[CH:22]=[CH:23][C:24]([C:27](O)=[O:28])=[N:25][CH:26]=5)[CH2:17][CH2:16]4)=[N:14][C:8]=3[CH2:7][CH2:6]2)[CH2:4][CH2:3][CH2:2]1.O[N:31]1C2C=CC=CC=2N=N1.N. (2) Given the product [CH2:1]([O:3][C:4]1([OH:7])[CH2:6][CH2:5]1)[CH3:2].[CH3:1][O:3][C:4]1([OH:7])[CH2:6][CH2:5]1, predict the reactants needed to synthesize it. The reactants are: [CH2:1]([O:3][C:4]1([O:7][Si](C)(C)C)[CH2:6][CH2:5]1)[CH3:2]. (3) Given the product [OH:31][C:28]1([CH2:32][CH2:33][N:34]2[CH2:39][CH2:38][C@H:37]([OH:40])[C@@H:36]([CH3:41])[CH2:35]2)[CH2:29][CH2:30][CH:25]([NH:24][C:21]([C:15]2[NH:16][C:17]3[C:13]([CH:14]=2)=[C:12]([O:11][CH2:10][CH2:9][C:6]2[CH:5]=[CH:4][C:3]([O:2][CH3:1])=[CH:8][CH:7]=2)[CH:20]=[CH:19][CH:18]=3)=[O:23])[CH2:26][CH2:27]1, predict the reactants needed to synthesize it. The reactants are: [CH3:1][O:2][C:3]1[CH:8]=[CH:7][C:6]([CH2:9][CH2:10][O:11][C:12]2[CH:20]=[CH:19][CH:18]=[C:17]3[C:13]=2[CH:14]=[C:15]([C:21]([OH:23])=O)[NH:16]3)=[CH:5][CH:4]=1.[NH2:24][CH:25]1[CH2:30][CH2:29][C:28]([CH2:32][CH2:33][N:34]2[CH2:39][CH2:38][C@H:37]([OH:40])[C@@H:36]([CH3:41])[CH2:35]2)([OH:31])[CH2:27][CH2:26]1.